From a dataset of Full USPTO retrosynthesis dataset with 1.9M reactions from patents (1976-2016). Predict the reactants needed to synthesize the given product. (1) Given the product [Cl:1][C:2]1[CH:3]=[CH:4][C:5]2[NH:11][C:10](=[O:12])[C@@H:9]([CH2:13][C:14]([NH:29][CH2:30][C:31](=[O:38])[CH2:32][CH2:33][C:34]([O:36][CH3:37])=[O:35])=[O:15])[S:8][C@H:7]([C:17]3[CH:22]=[CH:21][CH:20]=[C:19]([O:23][CH3:24])[C:18]=3[O:25][CH3:26])[C:6]=2[CH:27]=1, predict the reactants needed to synthesize it. The reactants are: [Cl:1][C:2]1[CH:3]=[CH:4][C:5]2[NH:11][C:10](=[O:12])[C@@H:9]([CH2:13][C:14](O)=[O:15])[S:8][C@H:7]([C:17]3[CH:22]=[CH:21][CH:20]=[C:19]([O:23][CH3:24])[C:18]=3[O:25][CH3:26])[C:6]=2[CH:27]=1.Cl.[NH2:29][CH2:30][C:31](=[O:38])[CH2:32][CH2:33][C:34]([O:36][CH3:37])=[O:35].Cl.C(N=C=NCCCN(C)C)C.ON1C2C=CC=CC=2N=N1. (2) Given the product [CH2:12]([N:19]1[CH2:24][CH2:23][CH2:22][C:21]([O:25][C:8]2[CH:9]=[CH:10][C:5]([O:4][CH3:3])=[CH:6][CH:7]=2)([C:34]([OH:30])=[O:1])[CH2:20]1)[C:13]1[CH:14]=[CH:15][CH:16]=[CH:17][CH:18]=1, predict the reactants needed to synthesize it. The reactants are: [OH-:1].[Na+].[CH3:3][O:4][C:5]1[CH:10]=[CH:9][C:8](O)=[CH:7][CH:6]=1.[CH2:12]([N:19]1[CH2:24][CH2:23][CH2:22][C:21](=[O:25])[CH2:20]1)[C:13]1[CH:18]=[CH:17][CH:16]=[CH:15][CH:14]=1.C(Cl)(Cl)Cl.[O:30]1[CH2:34]CCC1.